This data is from Full USPTO retrosynthesis dataset with 1.9M reactions from patents (1976-2016). The task is: Predict the reactants needed to synthesize the given product. (1) The reactants are: C([O:3][C:4]([CH:6]1[CH2:11][CH2:10][N:9]([C:12]2[C:21]3[CH:20]=[N:19][C:18]([NH:22][CH2:23][C:24]4[CH:29]=[CH:28][CH:27]=[CH:26][C:25]=4[Cl:30])=[N:17][C:16]=3[CH:15]=[CH:14][N:13]=2)[CH2:8][CH2:7]1)=[O:5])C.[OH-].[Na+]. Given the product [Cl:30][C:25]1[CH:26]=[CH:27][CH:28]=[CH:29][C:24]=1[CH2:23][NH:22][C:18]1[N:19]=[CH:20][C:21]2[C:12]([N:9]3[CH2:8][CH2:7][CH:6]([C:4]([OH:5])=[O:3])[CH2:11][CH2:10]3)=[N:13][CH:14]=[CH:15][C:16]=2[N:17]=1, predict the reactants needed to synthesize it. (2) Given the product [C:38]([O:37][C:35](=[O:36])[CH2:34][CH2:33][CH:28]([NH:27][C:25]([C:22]1[CH:21]=[C:20]([C:16]2[CH:15]=[C:14]([O:13][C:12]3[CH:42]=[CH:43][CH:44]=[C:10]([NH:9][C:7]([C:3]4[O:4][CH:5]=[CH:6][C:2]=4[CH3:1])=[O:8])[CH:11]=3)[CH:19]=[CH:18][N:17]=2)[NH:24][CH:23]=1)=[O:26])[C:29]([OH:31])=[O:30])([CH3:40])([CH3:41])[CH3:39], predict the reactants needed to synthesize it. The reactants are: [CH3:1][C:2]1[CH:6]=[CH:5][O:4][C:3]=1[C:7]([NH:9][C:10]1[CH:11]=[C:12]([CH:42]=[CH:43][CH:44]=1)[O:13][C:14]1[CH:19]=[CH:18][N:17]=[C:16]([C:20]2[NH:24][CH:23]=[C:22]([C:25]([NH:27][CH:28]([CH2:33][CH2:34][C:35]([O:37][C:38]([CH3:41])([CH3:40])[CH3:39])=[O:36])[C:29]([O:31]C)=[O:30])=[O:26])[CH:21]=2)[CH:15]=1)=[O:8].[OH-].[Na+].O.Cl. (3) Given the product [F:29][C:28]([F:30])([F:31])[CH:24]([NH:23][C:21](=[O:22])[O:20][C:16]([CH3:17])([CH3:19])[CH3:18])[C:25](=[O:26])[NH:1][N:2]1[CH:6]=[CH:5][CH:4]=[C:3]1[C:7](=[O:8])[NH:9][C:10]1[CH:15]=[CH:14][CH:13]=[CH:12][CH:11]=1, predict the reactants needed to synthesize it. The reactants are: [NH2:1][N:2]1[CH:6]=[CH:5][CH:4]=[C:3]1[C:7]([NH:9][C:10]1[CH:15]=[CH:14][CH:13]=[CH:12][CH:11]=1)=[O:8].[C:16]([O:20][C:21]([NH:23][CH:24]([C:28]([F:31])([F:30])[F:29])[C:25](O)=[O:26])=[O:22])([CH3:19])([CH3:18])[CH3:17].CN(C(ON1N=NC2C=CC=NC1=2)=[N+](C)C)C.F[P-](F)(F)(F)(F)F.CN1CCOCC1. (4) Given the product [Br:12][C:13]1[CH:14]=[N:15][C:16]2[N:17]([N:19]=[C:20]([C:22]([N:24]3[CH2:30][CH2:29][C:28]4[N:31]=[CH:32][N:33]([CH3:2])[C:27]=4[CH2:26][CH2:25]3)=[O:23])[CH:21]=2)[CH:18]=1, predict the reactants needed to synthesize it. The reactants are: N1C2CCNCCC=2C=C[CH:2]=1.[Br:12][C:13]1[CH:14]=[N:15][C:16]2[N:17]([N:19]=[C:20]([C:22]([N:24]3[CH2:30][CH2:29][C:28]4[N:31]=[CH:32][NH:33][C:27]=4[CH2:26][CH2:25]3)=[O:23])[CH:21]=2)[CH:18]=1.CI.C(=O)([O-])[O-].[K+].[K+]. (5) Given the product [Cl:1][C:2]1[CH:7]=[CH:6][C:5]([C:8]2[C:14]3[C:15](=[O:19])[N:16]([CH3:24])[CH:17]=[CH:18][C:13]=3[C:12]3[C:20]([CH3:23])=[N:21][O:22][C:11]=3[CH2:10][N:9]=2)=[CH:4][CH:3]=1, predict the reactants needed to synthesize it. The reactants are: [Cl:1][C:2]1[CH:7]=[CH:6][C:5]([C:8]2[C:14]3[C:15](=[O:19])[NH:16][CH:17]=[CH:18][C:13]=3[C:12]3[C:20]([CH3:23])=[N:21][O:22][C:11]=3[CH2:10][N:9]=2)=[CH:4][CH:3]=1.[C:24](=O)([O-])[O-].[Cs+].[Cs+].IC. (6) Given the product [F:1][C:2]1[CH:3]=[C:4]2[C:8](=[CH:9][C:10]=1[O:11][CH3:12])[NH:7][C:6]([C:13]1[CH:14]=[CH:15][CH:16]=[CH:17][CH:18]=1)=[C:5]2[CH:19]([OH:20])[C:21]1[N:26]=[C:25]([C:27]([O:29][CH3:30])=[O:28])[CH:24]=[CH:23][CH:22]=1, predict the reactants needed to synthesize it. The reactants are: [F:1][C:2]1[CH:3]=[C:4]2[C:8](=[CH:9][C:10]=1[O:11][CH3:12])[NH:7][C:6]([C:13]1[CH:18]=[CH:17][CH:16]=[CH:15][CH:14]=1)=[CH:5]2.[CH:19]([C:21]1[N:26]=[C:25]([C:27]([O:29][CH3:30])=[O:28])[CH:24]=[CH:23][CH:22]=1)=[O:20].C1CCN2C(=NCCC2)CC1. (7) Given the product [CH:21]1([N:27]2[CH2:32][CH2:31][N:30]([CH2:2][CH2:3][N:4]3[C:8](=[O:9])[C:7]4[C:6](=[CH:13][CH:12]=[CH:11][CH:10]=4)[C:5]3=[O:14])[CH2:29][CH2:28]2)[CH2:26][CH2:25][CH2:24][CH2:23][CH2:22]1, predict the reactants needed to synthesize it. The reactants are: Br[CH2:2][CH2:3][N:4]1[C:8](=[O:9])[C:7]2=[CH:10][CH:11]=[CH:12][CH:13]=[C:6]2[C:5]1=[O:14].C(=O)([O-])[O-].[K+].[K+].[CH:21]1([N:27]2[CH2:32][CH2:31][NH:30][CH2:29][CH2:28]2)[CH2:26][CH2:25][CH2:24][CH2:23][CH2:22]1.